Dataset: CYP2C19 inhibition data for predicting drug metabolism from PubChem BioAssay. Task: Regression/Classification. Given a drug SMILES string, predict its absorption, distribution, metabolism, or excretion properties. Task type varies by dataset: regression for continuous measurements (e.g., permeability, clearance, half-life) or binary classification for categorical outcomes (e.g., BBB penetration, CYP inhibition). Dataset: cyp2c19_veith. (1) The compound is Nc1nc(N)c(Cn2ccnc2)c(=O)[nH]1. The result is 0 (non-inhibitor). (2) The drug is Cc1c(NC(=O)Cn2ccc([N+](=O)[O-])n2)c(=O)n(-c2ccccc2)n1C. The result is 0 (non-inhibitor).